This data is from Reaction yield outcomes from USPTO patents with 853,638 reactions. The task is: Predict the reaction yield, written as a fraction of the theoretical maximum amount of product (1.0 means a 100% yield; for example, 0.34 means a 34% yield). The reactants are [S:1]1[CH:5]=[CH:4][N:3]=[CH:2]1.[Li]CCCC.[O:11]1[C:15]2([CH2:20][CH2:19][C:18](=[O:21])[CH2:17][CH2:16]2)[O:14][CH2:13][CH2:12]1. The catalyst is C1COCC1. The product is [S:1]1[CH:5]=[CH:4][N:3]=[C:2]1[C:18]1([OH:21])[CH2:19][CH2:20][C:15]2([O:14][CH2:13][CH2:12][O:11]2)[CH2:16][CH2:17]1. The yield is 0.850.